Task: Predict the reaction yield, written as a fraction of the theoretical maximum amount of product (1.0 means a 100% yield; for example, 0.34 means a 34% yield).. Dataset: Reaction yield outcomes from USPTO patents with 853,638 reactions The reactants are [CH2:1]([C:5]1[NH:6][CH:7]=[CH:8][N:9]=1)[CH2:2][CH2:3][CH3:4].C[O-].[Na+].[Cl:13][C:14]1[CH:21]=[CH:20][CH:19]=[CH:18][C:15]=1[CH2:16]Br. The catalyst is CO. The product is [CH2:1]([C:5]1[N:6]([CH2:16][C:15]2[CH:18]=[CH:19][CH:20]=[CH:21][C:14]=2[Cl:13])[CH:7]=[CH:8][N:9]=1)[CH2:2][CH2:3][CH3:4]. The yield is 0.610.